Predict which catalyst facilitates the given reaction. From a dataset of Catalyst prediction with 721,799 reactions and 888 catalyst types from USPTO. Reactant: [CH:1]1[C:6]([NH2:7])=[CH:5][CH:4]=[C:3]([OH:8])[CH:2]=1.C(N(CC)CC)C.[Cl:16][C:17]1[CH:25]=[CH:24][CH:23]=[CH:22][C:18]=1[C:19](Cl)=[O:20]. Product: [Cl:16][C:17]1[CH:25]=[CH:24][CH:23]=[CH:22][C:18]=1[C:19]([NH:7][C:6]1[CH:5]=[CH:4][C:3]([OH:8])=[CH:2][CH:1]=1)=[O:20]. The catalyst class is: 4.